Task: Predict the reactants needed to synthesize the given product.. Dataset: Full USPTO retrosynthesis dataset with 1.9M reactions from patents (1976-2016) Given the product [Br:1][C:2]1[CH:7]=[CH:6][C:5]([O:8][CH2:17][CH2:18][CH2:19][F:20])=[C:4]([F:9])[CH:3]=1, predict the reactants needed to synthesize it. The reactants are: [Br:1][C:2]1[CH:7]=[CH:6][C:5]([OH:8])=[C:4]([F:9])[CH:3]=1.CC(C)([O-])C.[K+].I[CH2:17][CH2:18][CH2:19][F:20].